Dataset: Forward reaction prediction with 1.9M reactions from USPTO patents (1976-2016). Task: Predict the product of the given reaction. (1) Given the reactants [OH:1][CH:2]1[CH2:5][N:4]([C:6]2[O:7][CH:8]=[C:9]([C:11]([N:13]3[CH2:16][CH:15]([O:17][CH3:18])[CH2:14]3)=[O:12])[N:10]=2)[CH2:3]1.[CH3:19][S:20](Cl)(=[O:22])=[O:21].C(N(CC)CC)C, predict the reaction product. The product is: [CH3:19][S:20]([O:1][CH:2]1[CH2:5][N:4]([C:6]2[O:7][CH:8]=[C:9]([C:11]([N:13]3[CH2:16][CH:15]([O:17][CH3:18])[CH2:14]3)=[O:12])[N:10]=2)[CH2:3]1)(=[O:22])=[O:21]. (2) Given the reactants C([O:5][C:6](=[O:43])[CH2:7][CH2:8][C@H:9]([NH:13][C:14]([C:16]1[CH:20]=[C:19]([O:21][CH2:22][C:23]([N:25]2[CH2:29][CH2:28][CH2:27][C@H:26]2[C:30](=[O:36])[NH:31][CH:32]2[CH2:35][CH2:34][CH2:33]2)=[O:24])[N:18]([C:37]2[CH:42]=[CH:41][CH:40]=[CH:39][CH:38]=2)[N:17]=1)=[O:15])[C:10](O)=[O:11])(C)(C)C.CCN(C(C)C)C(C)C.CN(C(ON1N=NC2C=CC=NC1=2)=[N+](C)C)C.F[P-](F)(F)(F)(F)F.[CH2:77]([O:79][C:80]([N:82]1[CH2:87][CH2:86][NH:85][C@@H:84]([CH3:88])[CH2:83]1)=[O:81])[CH3:78], predict the reaction product. The product is: [CH2:77]([O:79][C:80]([N:82]1[CH2:87][CH2:86][N:85]([C:10](=[O:11])[C@@H:9]([NH:13][C:14]([C:16]2[CH:20]=[C:19]([O:21][CH2:22][C:23]([N:25]3[CH2:29][CH2:28][CH2:27][C@H:26]3[C:30](=[O:36])[NH:31][CH:32]3[CH2:33][CH2:34][CH2:35]3)=[O:24])[N:18]([C:37]3[CH:38]=[CH:39][CH:40]=[CH:41][CH:42]=3)[N:17]=2)=[O:15])[CH2:8][CH2:7][C:6]([OH:43])=[O:5])[C@@H:84]([CH3:88])[CH2:83]1)=[O:81])[CH3:78].